Dataset: Catalyst prediction with 721,799 reactions and 888 catalyst types from USPTO. Task: Predict which catalyst facilitates the given reaction. Reactant: [CH3:1][N:2]([CH3:25])[C:3]([C:5]1[N:6]=[C:7]([C:13]2[CH:14]=[N:15][C:16]([NH:19][C:20]([NH:22][CH2:23][CH3:24])=[O:21])=[CH:17][CH:18]=2)[S:8][C:9]=1[C:10]([OH:12])=O)=[O:4].C1C=C[C:29]2N(O)N=[N:32][C:30]=2C=1.CN1CCOCC1.CCN=C=NCCCN(C)C.Cl.C(N)C. Product: [CH2:30]([NH:32][C:10]([C:9]1[S:8][C:7]([C:13]2[CH:14]=[N:15][C:16]([NH:19][C:20]([NH:22][CH2:23][CH3:24])=[O:21])=[CH:17][CH:18]=2)=[N:6][C:5]=1[C:3]([N:2]([CH3:1])[CH3:25])=[O:4])=[O:12])[CH3:29]. The catalyst class is: 42.